This data is from Reaction yield outcomes from USPTO patents with 853,638 reactions. The task is: Predict the reaction yield, written as a fraction of the theoretical maximum amount of product (1.0 means a 100% yield; for example, 0.34 means a 34% yield). (1) The product is [CH3:1][C:2]1([CH3:16])[O:15][C:6]2=[C:7]([CH3:14])[N:8]=[CH:9][C:10]([CH2:11][CH2:12][NH:13][CH2:17][C:19]3[CH:20]=[C:21]([CH:24]=[CH:25][CH:26]=3)[C:22]#[N:23])=[C:5]2[CH2:4][O:3]1. The yield is 0.320. No catalyst specified. The reactants are [CH3:1][C:2]1([CH3:16])[O:15][C:6]2=[C:7]([CH3:14])[N:8]=[CH:9][C:10]([CH2:11][CH2:12][NH2:13])=[C:5]2[CH2:4][O:3]1.[CH:17]([C:19]1[CH:20]=[C:21]([CH:24]=[CH:25][CH:26]=1)[C:22]#[N:23])=O. (2) The reactants are [CH:1]1([CH2:8][CH2:9][NH:10][C:11](=[O:42])[C@H:12]([CH3:41])[C@H:13]([C@@H:16]2[CH2:20][CH2:19][CH2:18][N:17]2[C:21](=[O:40])[CH2:22][C@@H:23]([O:38][CH3:39])[C@@H:24]([N:29]([CH3:37])[C:30](=[O:36])[C@H:31]([CH:33]([CH3:35])[CH3:34])[NH2:32])[C@@H:25]([CH3:28])[CH2:26][CH3:27])[O:14][CH3:15])[CH:7]=[CH:6][CH:5]=[CH:4][CH:3]=[CH:2]1.[C:43]([O:47][C:48]([N:50]1[CH2:57][CH2:56][CH2:55][C@@:51]1([CH3:58])[C:52](O)=[O:53])=[O:49])([CH3:46])([CH3:45])[CH3:44].CN(C(ON1N=NC2C=CC=NC1=2)=[N+](C)C)C.F[P-](F)(F)(F)(F)F.C(N(CC)C(C)C)(C)C. The catalyst is ClCCl. The product is [C:43]([O:47][C:48]([N:50]1[CH2:57][CH2:56][CH2:55][C@@:51]1([CH3:58])[C:52]([NH:32][C@H:31]([C:30]([N:29]([C@@H:24]([C@@H:25]([CH3:28])[CH2:26][CH3:27])[C@H:23]([O:38][CH3:39])[CH2:22][C:21]([N:17]1[CH2:18][CH2:19][CH2:20][C@H:16]1[C@H:13]([O:14][CH3:15])[C@@H:12]([CH3:41])[C:11]([NH:10][CH2:9][CH2:8][CH:1]1[CH:7]=[CH:6][CH:5]=[CH:4][CH:3]=[CH:2]1)=[O:42])=[O:40])[CH3:37])=[O:36])[CH:33]([CH3:34])[CH3:35])=[O:53])=[O:49])([CH3:46])([CH3:44])[CH3:45]. The yield is 1.00. (3) The reactants are [NH2:1][C:2]1[C:3]([C:7]2[NH:8][C:9]3[C:10]([N:24]=2)=[CH:11][C:12]2[C:13]([CH3:23])([CH3:22])[C:14](=[O:21])[N:15]([CH:18]([CH3:20])[CH3:19])[C:16]=2[CH:17]=3)=[N:4][NH:5][CH:6]=1.[CH3:25][C:26]1([C:29](O)=[O:30])[CH2:28][CH2:27]1. No catalyst specified. The product is [CH:18]([N:15]1[C:16]2[CH:17]=[C:9]3[NH:8][C:7]([C:3]4[C:2]([NH:1][C:29]([C:26]5([CH3:25])[CH2:28][CH2:27]5)=[O:30])=[CH:6][NH:5][N:4]=4)=[N:24][C:10]3=[CH:11][C:12]=2[C:13]([CH3:22])([CH3:23])[C:14]1=[O:21])([CH3:19])[CH3:20]. The yield is 0.560. (4) The reactants are [C:1]1([C:7]2[O:11][N:10]=[CH:9][C:8]=2[CH2:12][CH2:13][C:14]([OH:16])=O)[CH:6]=[CH:5][CH:4]=[CH:3][CH:2]=1.C([N:19](CC)CC)C.C(Cl)(=O)OCC.N. The catalyst is O.O1CCCC1. The product is [C:1]1([C:7]2[O:11][N:10]=[CH:9][C:8]=2[CH2:12][CH2:13][C:14]([NH2:19])=[O:16])[CH:6]=[CH:5][CH:4]=[CH:3][CH:2]=1. The yield is 0.780. (5) The reactants are Cl[CH2:2][C:3]#[N:4].[NH2:5][C:6]1[C:11]2[O:12][CH2:13][CH2:14][O:15][C:10]=2[C:9]([C:16]([O:18][CH2:19][CH:20]2[CH2:25][CH2:24][NH:23][CH2:22][CH2:21]2)=[O:17])=[CH:8][C:7]=1[Cl:26]. The catalyst is C(N(CC)CC)C.CN(C=O)C. The product is [NH2:5][C:6]1[C:11]2[O:12][CH2:13][CH2:14][O:15][C:10]=2[C:9]([C:16]([O:18][CH2:19][CH:20]2[CH2:21][CH2:22][N:23]([CH2:2][C:3]#[N:4])[CH2:24][CH2:25]2)=[O:17])=[CH:8][C:7]=1[Cl:26]. The yield is 0.530. (6) The reactants are [Si]([O:8][CH2:9][CH2:10][C:11]1[CH:16]=[CH:15][N:14]=[C:13]([C:17]#[N:18])[CH:12]=1)(C(C)(C)C)(C)C.[F-].C([N+](CCCC)(CCCC)CCCC)CCC. The catalyst is O.C(OCC)(=O)C. The product is [C:17]([C:13]1[CH:12]=[C:11]([CH2:10][CH2:9][OH:8])[CH:16]=[CH:15][N:14]=1)#[N:18]. The yield is 0.610. (7) The reactants are C[O:2][C:3](=[O:24])[CH:4]=[CH:5][C:6]1[CH:11]=[CH:10][CH:9]=[C:8]([S:12](=[O:23])(=[O:22])[NH:13][C:14]2[CH:19]=[CH:18][CH:17]=[CH:16][C:15]=2[O:20][CH3:21])[CH:7]=1.CO. No catalyst specified. The product is [CH3:21][O:20][C:15]1[CH:16]=[CH:17][CH:18]=[CH:19][C:14]=1[NH:13][S:12]([C:8]1[CH:7]=[C:6]([CH:5]=[CH:4][C:3]([OH:24])=[O:2])[CH:11]=[CH:10][CH:9]=1)(=[O:22])=[O:23]. The yield is 0.920. (8) The reactants are Br[C:2]1[CH:10]=[C:9]2[C:5]([C:6]([C:16]#[N:17])=[CH:7][N:8]2[CH:11]2[CH2:15][CH2:14][CH2:13][CH2:12]2)=[CH:4][C:3]=1[F:18].[CH3:19][Zn]C.C1(C)C=CC=CC=1. The catalyst is O1CCOCC1. The product is [CH:11]1([N:8]2[C:9]3[C:5](=[CH:4][C:3]([F:18])=[C:2]([CH3:19])[CH:10]=3)[C:6]([C:16]#[N:17])=[CH:7]2)[CH2:15][CH2:14][CH2:13][CH2:12]1. The yield is 0.850. (9) The reactants are [Cl:1][C:2]1[CH:7]=[C:6]([I:8])[CH:5]=[CH:4][C:3]=1[NH:9][C:10](=O)[CH3:11].C(Cl)Cl.[N-:16]=[N+:17]=[N-:18].[Na+].FC(F)(F)S(OS(C(F)(F)F)(=O)=O)(=O)=O. The catalyst is C(#N)C. The product is [Cl:1][C:2]1[CH:7]=[C:6]([I:8])[CH:5]=[CH:4][C:3]=1[N:9]1[C:10]([CH3:11])=[N:18][N:17]=[N:16]1. The yield is 0.590. (10) The reactants are [I:1][C:2]1[CH:8]=[CH:7][C:5]([NH2:6])=[CH:4][C:3]=1[CH3:9].N1C=CC=CC=1.[CH3:16][S:17](Cl)(=[O:19])=[O:18]. The catalyst is C(Cl)Cl. The product is [I:1][C:2]1[CH:8]=[CH:7][C:5]([NH:6][S:17]([CH3:16])(=[O:19])=[O:18])=[CH:4][C:3]=1[CH3:9]. The yield is 0.940.